The task is: Predict the reaction yield, written as a fraction of the theoretical maximum amount of product (1.0 means a 100% yield; for example, 0.34 means a 34% yield).. This data is from Reaction yield outcomes from USPTO patents with 853,638 reactions. (1) The reactants are [F:1][C:2]1[C:12]([SH:13])=[CH:11][CH:10]=[CH:9][C:3]=1[C:4]([O:6][CH2:7][CH3:8])=[O:5].C1C(=O)N(Cl)C(=O)C1.[Cl:22][C:23]1[C:31]([F:32])=[C:30]2[C:26]([CH:27]=[CH:28][N:29]2[C:33]2[CH:34]=[N:35][CH:36]=[CH:37][CH:38]=2)=[CH:25][CH:24]=1.C([O-])(O)=O.[Na+]. The catalyst is ClCCCl.O. The product is [Cl:22][C:23]1[C:31]([F:32])=[C:30]2[C:26]([C:27]([S:13][C:12]3[C:2]([F:1])=[C:3]([CH:9]=[CH:10][CH:11]=3)[C:4]([O:6][CH2:7][CH3:8])=[O:5])=[CH:28][N:29]2[C:33]2[CH:34]=[N:35][CH:36]=[CH:37][CH:38]=2)=[CH:25][CH:24]=1. The yield is 0.0900. (2) The reactants are [CH2:1]([O:8][C:9]1[CH:16]=[CH:15][C:12]([C:13]#[N:14])=[C:11]([F:17])[CH:10]=1)[C:2]1[CH:7]=[CH:6][CH:5]=[CH:4][CH:3]=1.[Li+].C[Si]([N-:23][Si](C)(C)C)(C)C.[ClH:28]. The catalyst is C1COCC1. The product is [ClH:28].[CH2:1]([O:8][C:9]1[CH:16]=[CH:15][C:12]([C:13]([NH2:23])=[NH:14])=[C:11]([F:17])[CH:10]=1)[C:2]1[CH:3]=[CH:4][CH:5]=[CH:6][CH:7]=1. The yield is 0.720.